Dataset: Full USPTO retrosynthesis dataset with 1.9M reactions from patents (1976-2016). Task: Predict the reactants needed to synthesize the given product. (1) Given the product [CH3:20][S:17]([CH2:16][C@@H:12]1[CH2:13][CH2:14][CH2:15][NH:11]1)(=[O:19])=[O:18], predict the reactants needed to synthesize it. The reactants are: C(OC([N:11]1[CH2:15][CH2:14][CH2:13][C@H:12]1[CH2:16][S:17]([CH3:20])(=[O:19])=[O:18])=O)C1C=CC=CC=1. (2) The reactants are: Cl[C:2]1[N:7]=[CH:6][C:5]([C:8]([N:10]2[C:16]3[CH:17]=[CH:18][CH:19]=[CH:20][C:15]=3[CH2:14][N:13]3[C:21]([C:24]([NH:26][CH2:27][C:28]4[CH:29]=[N:30][CH:31]=[CH:32][CH:33]=4)=[O:25])=[CH:22][CH:23]=[C:12]3[CH2:11]2)=[O:9])=[CH:4][CH:3]=1.[CH2:34]([NH2:41])[C:35]1[CH:40]=[CH:39][CH:38]=[CH:37][CH:36]=1. Given the product [CH2:34]([NH:41][C:2]1[N:7]=[CH:6][C:5]([C:8]([N:10]2[C:16]3[CH:17]=[CH:18][CH:19]=[CH:20][C:15]=3[CH2:14][N:13]3[C:21]([C:24]([NH:26][CH2:27][C:28]4[CH:29]=[N:30][CH:31]=[CH:32][CH:33]=4)=[O:25])=[CH:22][CH:23]=[C:12]3[CH2:11]2)=[O:9])=[CH:4][CH:3]=1)[C:35]1[CH:40]=[CH:39][CH:38]=[CH:37][CH:36]=1, predict the reactants needed to synthesize it. (3) Given the product [C:11]1([S:5][CH2:4][CH2:3][NH2:2])[CH:17]=[CH:9][CH:14]=[CH:13][CH:12]=1, predict the reactants needed to synthesize it. The reactants are: Cl.[NH2:2][CH2:3][CH2:4][SH:5].[H-].[Na+].Cl[C:9]1[CH:14]=[CH:13][CH:12]=[CH:11]N=1.O.O1CCOC[CH2:17]1. (4) Given the product [CH3:33][O:35][C:21]1[CH:20]=[CH:19][C:18]2[C:7]3[C:6](=[CH:5][CH:4]=[CH:3][CH:8]=3)[C:9]3[C:10](=[CH:11][C:12]([O:15][CH3:16])=[CH:13][CH:14]=3)[C:17]=2[CH:22]=1, predict the reactants needed to synthesize it. The reactants are: CO[C:3]1[CH:8]=[CH:7][C:6]([C:9]2[C:10]([C:17]3[CH:22]=[CH:21][CH:20]=[CH:19][CH:18]=3)=[CH:11][C:12]([O:15][CH3:16])=[CH:13][CH:14]=2)=[CH:5][CH:4]=1.II.C1(C)C=CC=CC=1.C1[O:35][CH:33]1C. (5) Given the product [F:10][C:11]1[CH:16]=[CH:15][CH:14]=[CH:13][C:12]=1[C:2]1[CH:7]=[CH:6][N:5]=[C:4]([S:8][CH3:9])[N:3]=1, predict the reactants needed to synthesize it. The reactants are: Cl[C:2]1[CH:7]=[CH:6][N:5]=[C:4]([S:8][CH3:9])[N:3]=1.[F:10][C:11]1[CH:16]=[CH:15][CH:14]=[CH:13][C:12]=1B(O)O.C([O-])([O-])=O.[Na+].[Na+].C1(P(C2C=CC=CC=2)C2C=CC=CC=2)C=CC=CC=1. (6) Given the product [Cl:1][C:2]1[N:7]=[C:6]([C:11]2[C:20]3[C:15](=[CH:16][CH:17]=[CH:18][CH:19]=3)[CH:14]=[CH:13][N:12]=2)[C:5]([CH3:9])=[CH:4][N:3]=1, predict the reactants needed to synthesize it. The reactants are: [Cl:1][C:2]1[N:7]=[C:6](N)[C:5]([CH3:9])=[CH:4][N:3]=1.Cl[C:11]1[C:20]2[C:15](=[CH:16][CH:17]=[CH:18][CH:19]=2)[CH:14]=[CH:13][N:12]=1.C([O-])([O-])=O.[Cs+].[Cs+].C1(P(C2C=CC=CC=2)C2C3OC4C(=CC=CC=4P(C4C=CC=CC=4)C4C=CC=CC=4)C(C)(C)C=3C=CC=2)C=CC=CC=1.